Dataset: Retrosynthesis with 50K atom-mapped reactions and 10 reaction types from USPTO. Task: Predict the reactants needed to synthesize the given product. (1) Given the product Cc1ccc(N(CC(C)C)S(=O)(=O)c2ccc(CC(=O)O)cc2)c(C)c1, predict the reactants needed to synthesize it. The reactants are: COC(=O)Cc1ccc(S(=O)(=O)N(CC(C)C)c2ccc(C)cc2C)cc1. (2) Given the product COC(=O)c1nc(C(F)(F)F)n2c1CN(C(=O)c1cc(Cc3n[nH]c(=O)c4ccccc34)ccc1F)CC2, predict the reactants needed to synthesize it. The reactants are: COC(=O)c1nc(C(F)(F)F)n2c1CNCC2.O=C(O)c1cc(Cc2n[nH]c(=O)c3ccccc23)ccc1F. (3) Given the product CCN(CC)[C@@H]1C[C@H](C(=O)NCC2(CCCCOC)c3ccccc3Oc3ccccc32)CN(C(=O)OC(C)(C)C)C1, predict the reactants needed to synthesize it. The reactants are: CC=O.CCN[C@@H]1C[C@H](C(=O)NCC2(CCCCOC)c3ccccc3Oc3ccccc32)CN(C(=O)OC(C)(C)C)C1. (4) Given the product COc1cc(C(=O)N2CCN(C(=O)/C=C(\c3ccccc3)c3ccncc3)CC2)cc(OC)c1OC, predict the reactants needed to synthesize it. The reactants are: COc1cc(C(=O)N2CCNCC2)cc(OC)c1OC.O=C(O)/C=C(\c1ccccc1)c1ccncc1. (5) Given the product O=C(O)C1CS[C@H](C2CCCNC2)N1C(=O)OCc1ccccc1, predict the reactants needed to synthesize it. The reactants are: CC(C)(C)OC(=O)N1CCCC([C@H]2SCC(C(=O)O)N2C(=O)OCc2ccccc2)C1. (6) Given the product Fc1ccc(Cn2c(NC3CCN(CCNc4ncccn4)CC3)nc3ccccc32)cc1, predict the reactants needed to synthesize it. The reactants are: Clc1ncccn1.NCCN1CCC(Nc2nc3ccccc3n2Cc2ccc(F)cc2)CC1. (7) Given the product CC(C)(C)OC(=O)Nc1cc(N2CCCC2)c(C#N)cc1NC(=O)CC(=O)c1cccc(-n2nncc2COC2CCCCO2)c1, predict the reactants needed to synthesize it. The reactants are: CC(C)(C)OC(=O)CC(=O)c1cccc(-n2nncc2COC2CCCCO2)c1.CC(C)(C)OC(=O)Nc1cc(N2CCCC2)c(C#N)cc1N. (8) The reactants are: C=CCN1CCNCC1.CC(C)c1ccc(S(=O)(=O)Nc2cc(Cl)ncn2)cc1. Given the product C=CCN1CCN(c2cc(NS(=O)(=O)c3ccc(C(C)C)cc3)ncn2)CC1, predict the reactants needed to synthesize it. (9) Given the product C#Cc1cccc(CNc2cc(-c3nnn[nH]3)ccc2F)c1, predict the reactants needed to synthesize it. The reactants are: C#Cc1cccc(C=O)c1.Nc1cc(-c2nnn[nH]2)ccc1F.